Dataset: Reaction yield outcomes from USPTO patents with 853,638 reactions. Task: Predict the reaction yield, written as a fraction of the theoretical maximum amount of product (1.0 means a 100% yield; for example, 0.34 means a 34% yield). (1) The reactants are [C:1]([O:8][CH3:9])(=[O:7])/[CH:2]=[CH:3]/[C:4]([OH:6])=[O:5].Cl[CH2:11][C:12]([N:14]1[CH2:19][CH2:18][O:17][CH2:16][CH2:15]1)=[O:13]. The catalyst is CN1C(=O)CCC1. The product is [C:1]([O:8][CH3:9])(=[O:7])/[CH:2]=[CH:3]/[C:4]([O:6][CH2:11][C:12]([N:14]1[CH2:19][CH2:18][O:17][CH2:16][CH2:15]1)=[O:13])=[O:5]. The yield is 0.350. (2) The reactants are [OH:1][C:2]1[CH:7]=[CH:6][C:5](/[CH:8]=[CH:9]/[C:10]([C:12]2[CH:17]=[CH:16][C:15]([NH:18][C:19](=[O:21])[CH3:20])=[CH:14][C:13]=2[CH3:22])=[O:11])=[CH:4][C:3]=1[CH3:23].[O:24]1[CH:29]=[CH:28][CH2:27][CH2:26][CH2:25]1. The catalyst is C(Cl)Cl. The product is [CH3:22][C:13]1[CH:14]=[C:15]([NH:18][C:19](=[O:21])[CH3:20])[CH:16]=[CH:17][C:12]=1[C:10](=[O:11])/[CH:9]=[CH:8]/[C:5]1[CH:6]=[CH:7][C:2]([O:1][CH:25]2[CH2:26][CH2:27][CH2:28][CH2:29][O:24]2)=[C:3]([CH3:23])[CH:4]=1. The yield is 0.780. (3) The reactants are [F:1][C:2]1[CH:7]=[CH:6][C:5]([CH2:8][C:9]2[CH:18]=[C:17]3[C:12]([C:13]([OH:26])=[C:14]([C:21]([O:23]CC)=O)[C:15](=[O:20])[N:16]3[CH3:19])=[N:11][CH:10]=2)=[CH:4][CH:3]=1.Cl.[NH2:28][CH2:29][CH2:30][S:31]([N:34]([CH3:36])[CH3:35])(=[O:33])=[O:32].C(N(CC)CC)C. No catalyst specified. The product is [CH3:35][N:34]([CH3:36])[S:31]([CH2:30][CH2:29][NH:28][C:21]([C:14]1[C:15](=[O:20])[N:16]([CH3:19])[C:17]2[C:12]([C:13]=1[OH:26])=[N:11][CH:10]=[C:9]([CH2:8][C:5]1[CH:4]=[CH:3][C:2]([F:1])=[CH:7][CH:6]=1)[CH:18]=2)=[O:23])(=[O:33])=[O:32]. The yield is 0.490. (4) The reactants are N.O[N:3]1C2C=CC=CC=2N=N1.Cl.CN(C)CCCN=C=NCC.[NH:24]1[C:32]2[C:27](=[CH:28][C:29]([NH:33][C:34]3[CH:42]=[CH:41][CH:40]=[CH:39][C:35]=3[C:36](O)=[O:37])=[CH:30][CH:31]=2)[CH:26]=[N:25]1.C(=O)([O-])O.[Na+]. The catalyst is CN(C)C=O. The product is [NH:24]1[C:32]2[C:27](=[CH:28][C:29]([NH:33][C:34]3[CH:42]=[CH:41][CH:40]=[CH:39][C:35]=3[C:36]([NH2:3])=[O:37])=[CH:30][CH:31]=2)[CH:26]=[N:25]1. The yield is 0.830. (5) The reactants are [Br:1][C:2]1[NH:10][C:9]2[C:8](=[O:11])[NH:7][C:6](=[O:12])[N:5]([CH3:13])[C:4]=2[N:3]=1.C(=O)([O-])[O-].[K+].[K+].[CH2:20]([O:22][CH2:23]Cl)[CH3:21]. The catalyst is CN(C=O)C. The product is [Br:1][C:2]1[N:10]([CH2:23][O:22][CH2:20][CH3:21])[C:9]2[C:8](=[O:11])[NH:7][C:6](=[O:12])[N:5]([CH3:13])[C:4]=2[N:3]=1. The yield is 0.700. (6) The reactants are [N:1]([O-])=O.[Na+].[Br:5][C:6]1[CH:7]=[C:8]2[C:12](=[CH:13][CH:14]=1)[NH:11][CH:10]=[CH:9]2.Cl.[OH2:16]. The catalyst is CC(C)=O. The product is [Br:5][C:6]1[CH:7]=[C:8]2[C:12](=[CH:13][CH:14]=1)[NH:11][N:1]=[C:9]2[CH:10]=[O:16]. The yield is 0.760.